Dataset: Reaction yield outcomes from USPTO patents with 853,638 reactions. Task: Predict the reaction yield, written as a fraction of the theoretical maximum amount of product (1.0 means a 100% yield; for example, 0.34 means a 34% yield). (1) The reactants are [CH3:1][C:2]1([CH3:16])[CH2:10][C:9]2[NH:8][N:7]=[C:6]([C:11]([F:14])([F:13])[F:12])[C:5]=2[C:4](=[O:15])[CH2:3]1.[H-].[Na+].[OH:19][CH:20]([CH2:32][OH:33])[CH2:21][NH:22][C:23]1[CH:30]=[C:29](F)[CH:28]=[CH:27][C:24]=1[C:25]#[N:26].[NH4+].[Cl-]. The catalyst is CC(N(C)C)=O. The product is [OH:19][CH:20]([CH2:32][OH:33])[CH2:21][NH:22][C:23]1[CH:30]=[C:29]([N:8]2[C:9]3[CH2:10][C:2]([CH3:16])([CH3:1])[CH2:3][C:4](=[O:15])[C:5]=3[C:6]([C:11]([F:14])([F:13])[F:12])=[N:7]2)[CH:28]=[CH:27][C:24]=1[C:25]#[N:26]. The yield is 0.970. (2) The reactants are Br[C:2]1[C:7]([C:8]([F:11])([F:10])[F:9])=[CH:6][C:5]([NH:12][C:13]2[N:17]=[C:16]([NH2:18])[NH:15][N:14]=2)=[CH:4][C:3]=1[Cl:19].CN1C(C)(C)CC(SC2C=CC(B3OC(C)(C)C(C)(C)O3)=CC=2)CC1(C)C.C(=O)([O-])[O-].[K+].[K+].[OH:53][CH2:54][C:55]([NH:58][S:59]([C:62]1[CH:67]=[CH:66][C:65](B2OC(C)(C)C(C)(C)O2)=[CH:64][CH:63]=1)(=[O:61])=[O:60])([CH3:57])[CH3:56]. The catalyst is COCCOC.O1CCOCC1.C1C=CC([P]([Pd]([P](C2C=CC=CC=2)(C2C=CC=CC=2)C2C=CC=CC=2)([P](C2C=CC=CC=2)(C2C=CC=CC=2)C2C=CC=CC=2)[P](C2C=CC=CC=2)(C2C=CC=CC=2)C2C=CC=CC=2)(C2C=CC=CC=2)C2C=CC=CC=2)=CC=1. The product is [OH:53][CH2:54][C:55]([NH:58][S:59]([C:62]1[CH:67]=[CH:66][C:65]([C:2]2[C:3]([Cl:19])=[CH:4][C:5]([NH:12][C:13]3[N:17]=[C:16]([NH2:18])[NH:15][N:14]=3)=[CH:6][C:7]=2[C:8]([F:11])([F:10])[F:9])=[CH:64][CH:63]=1)(=[O:61])=[O:60])([CH3:57])[CH3:56]. The yield is 0.250. (3) The reactants are C1(CN2CCN(C3SC(C(O)=O)=CN=3)C2=O)CC1.[F:19][C:20]1[CH:44]=[CH:43][C:23]([CH2:24][N:25]2[CH2:29][CH2:28][N:27]([C:30]3[S:31][C:32]([C:39]([OH:41])=O)=[C:33]([C:35]([F:38])([F:37])[F:36])[N:34]=3)[C:26]2=[O:42])=[CH:22][CH:21]=1.[N:45]1[CH:50]=[CH:49][CH:48]=[C:47]([CH2:51][NH2:52])[CH:46]=1. No catalyst specified. The product is [F:19][C:20]1[CH:44]=[CH:43][C:23]([CH2:24][N:25]2[CH2:29][CH2:28][N:27]([C:30]3[S:31][C:32]([C:39]([NH:52][CH2:51][C:47]4[CH:46]=[N:45][CH:50]=[CH:49][CH:48]=4)=[O:41])=[C:33]([C:35]([F:37])([F:36])[F:38])[N:34]=3)[C:26]2=[O:42])=[CH:22][CH:21]=1. The yield is 0.370. (4) The reactants are [O:1]1[CH2:6][CH2:5][CH:4]([C:7]([OH:9])=[O:8])[CH2:3][CH2:2]1.[C:10](=O)([O-])[O-].[K+].[K+].S(OC)(OC)(=O)=O. The catalyst is CC(C)=O. The product is [O:1]1[CH2:6][CH2:5][CH:4]([C:7]([O:9][CH3:10])=[O:8])[CH2:3][CH2:2]1. The yield is 0.990. (5) The reactants are [CH2:1]([N:8]1[C:16]2[C:11](=[CH:12][CH:13]=[CH:14][CH:15]=2)[CH:10]=[C:9]1[C:17]([OH:19])=O)[C:2]1[CH:7]=[CH:6][CH:5]=[CH:4][CH:3]=1.[NH2:20][C@H:21]([C:23]([NH:25][C@H:26]([CH:39]=[O:40])[CH2:27][C:28](=[N:34][NH:35][C:36]([NH2:38])=[O:37])[O:29][C:30]([CH3:33])([CH3:32])[CH3:31])=[O:24])[CH3:22].CCN=C=NCCCN(C)C. The catalyst is C(Cl)Cl.CN(C1C=CN=CC=1)C.C(OCC)(=O)C. The product is [CH2:1]([N:8]1[C:16]2[C:11](=[CH:12][CH:13]=[CH:14][CH:15]=2)[CH:10]=[C:9]1[C:17]([NH:20][C@H:21]([C:23]([NH:25][C@H:26]([CH:39]=[O:40])[CH2:27][C:28](=[N:34][NH:35][C:36]([NH2:38])=[O:37])[O:29][C:30]([CH3:31])([CH3:33])[CH3:32])=[O:24])[CH3:22])=[O:19])[C:2]1[CH:3]=[CH:4][CH:5]=[CH:6][CH:7]=1. The yield is 0.560. (6) The reactants are Br[C:2]1[CH:10]=[CH:9][C:5]([CH:6]=[N:7][OH:8])=[CH:4][CH:3]=1.[C:11]([C:13]1[CH:14]=[C:15](B(O)O)[CH:16]=[CH:17][CH:18]=1)#[N:12].C(=O)([O-])[O-].[Na+].[Na+]. The catalyst is C(COC)OC.O.[Pd].C1(P(C2C=CC=CC=2)C2C=CC=CC=2)C=CC=CC=1.C1(P(C2C=CC=CC=2)C2C=CC=CC=2)C=CC=CC=1.C1(P(C2C=CC=CC=2)C2C=CC=CC=2)C=CC=CC=1.C1(P(C2C=CC=CC=2)C2C=CC=CC=2)C=CC=CC=1. The product is [OH:8]/[N:7]=[CH:6]/[C:5]1[CH:9]=[CH:10][C:2]([C:17]2[CH:16]=[CH:15][CH:14]=[C:13]([C:11]#[N:12])[CH:18]=2)=[CH:3][CH:4]=1. The yield is 0.610. (7) The product is [CH3:1][C@@H:2]([CH2:7][C@H:8]([C@@H:10]1[C@:27]2([CH3:28])[C@H:13]([C@H:14]3[C@H:24]([CH2:25][CH2:26]2)[C@:22]2([CH3:23])[C@@H:17]([CH2:18][C@H:19]([OH:29])[CH2:20][CH2:21]2)[CH2:16][C@H:15]3[OH:30])[CH2:12][CH2:11]1)[CH3:9])[C:3]([OH:5])=[O:4].[CH3:1][C@H:2]([CH2:7][C@H:8]([C@@H:10]1[C@:27]2([CH3:28])[C@H:13]([C@H:14]3[C@H:24]([CH2:25][CH2:26]2)[C@:22]2([CH3:23])[C@@H:17]([CH2:18][C@H:19]([OH:29])[CH2:20][CH2:21]2)[CH2:16][C@H:15]3[OH:30])[CH2:12][CH2:11]1)[CH3:9])[C:3]([OH:5])=[O:4]. The yield is 0.650. The catalyst is CO. The reactants are [CH3:1][CH:2]([CH2:7][C@H:8]([C@@H:10]1[C@:27]2([CH3:28])[C@H:13]([C@H:14]3[C@H:24]([CH2:25][CH2:26]2)[C@:22]2([CH3:23])[C@@H:17]([CH2:18][C@H:19]([OH:29])[CH2:20][CH2:21]2)[CH2:16][C@H:15]3[OH:30])[CH2:12][CH2:11]1)[CH3:9])[C:3]([O:5]C)=[O:4].[OH-].[Na+].Cl. (8) The reactants are [H-].[Na+].[Br:3][C:4]1[N:9]=[C:8]([NH2:10])[CH:7]=[CH:6][CH:5]=1.I[CH3:12]. The catalyst is CN(C=O)C. The product is [Br:3][C:4]1[N:9]=[C:8]([NH:10][CH3:12])[CH:7]=[CH:6][CH:5]=1. The yield is 0.280. (9) The product is [CH3:9][O:10][CH2:11][C:12]([O:8][CH2:7][CH2:6][N:1]1[CH:5]=[CH:4][N:3]=[CH:2]1)=[O:13]. The catalyst is C[O-].[Na+].C1(C)C=CC=CC=1. The yield is 0.900. The reactants are [N:1]1([CH2:6][CH2:7][OH:8])[CH:5]=[CH:4][N:3]=[CH:2]1.[CH3:9][O:10][CH2:11][C:12](OC)=[O:13]. (10) The reactants are [H-].[H-].[H-].[H-].[Li+].[Al+3].S(=O)(=O)(O)O.[C:12]([S:16]([C:19]1[CH:20]=[C:21]2[C:26](=[CH:27][CH:28]=1)[N:25]=[CH:24][CH:23]=[C:22]2[NH:29][C:30]1[C:34]([CH3:35])=[C:33]([C:36](OCC)=[O:37])[NH:32][N:31]=1)(=[O:18])=[O:17])([CH3:15])([CH3:14])[CH3:13]. The catalyst is C1COCC1. The product is [C:12]([S:16]([C:19]1[CH:20]=[C:21]2[C:26](=[CH:27][CH:28]=1)[N:25]=[CH:24][CH:23]=[C:22]2[NH:29][C:30]1[C:34]([CH3:35])=[C:33]([CH2:36][OH:37])[NH:32][N:31]=1)(=[O:17])=[O:18])([CH3:15])([CH3:14])[CH3:13]. The yield is 0.356.